This data is from Catalyst prediction with 721,799 reactions and 888 catalyst types from USPTO. The task is: Predict which catalyst facilitates the given reaction. Reactant: [CH2:1]([O:8][C:9]1[C:13]([CH:14]=O)=[CH:12][N:11]([C:16]2[CH:21]=[CH:20][CH:19]=[CH:18][CH:17]=2)[N:10]=1)[C:2]1[CH:7]=[CH:6][CH:5]=[CH:4][CH:3]=1.[CH2:22](P(=O)(OCC)OCC)[P:23](=[O:30])([O:27][CH2:28][CH3:29])[O:24][CH2:25][CH3:26].CN(C)C=O.[H-].[Na+]. Product: [CH2:1]([O:8][C:9]1[C:13](/[CH:14]=[CH:22]/[P:23](=[O:30])([O:27][CH2:28][CH3:29])[O:24][CH2:25][CH3:26])=[CH:12][N:11]([C:16]2[CH:21]=[CH:20][CH:19]=[CH:18][CH:17]=2)[N:10]=1)[C:2]1[CH:7]=[CH:6][CH:5]=[CH:4][CH:3]=1. The catalyst class is: 6.